This data is from Peptide-MHC class I binding affinity with 185,985 pairs from IEDB/IMGT. The task is: Regression. Given a peptide amino acid sequence and an MHC pseudo amino acid sequence, predict their binding affinity value. This is MHC class I binding data. The peptide sequence is KLEYLAPSY. The MHC is HLA-A31:01 with pseudo-sequence HLA-A31:01. The binding affinity (normalized) is 0.0847.